Task: Predict which catalyst facilitates the given reaction.. Dataset: Catalyst prediction with 721,799 reactions and 888 catalyst types from USPTO (1) Reactant: C[O:2][C:3]1[CH:4]=[C:5]2[C:9](=[CH:10][CH:11]=1)[N:8]([CH3:12])[CH:7]=[C:6]2[C:13]1[N:21]([S:22]([C:25]2[CH:30]=[CH:29][C:28]([CH3:31])=[CH:27][CH:26]=2)(=[O:24])=[O:23])[C:16]2=[N:17][CH:18]=[CH:19][CH:20]=[C:15]2[CH:14]=1.B(Br)(Br)Br.C(=O)([O-])[O-].[Na+].[Na+]. Product: [C:28]1([CH3:31])[CH:27]=[CH:26][C:25]([S:22]([N:21]2[C:16]3=[N:17][CH:18]=[CH:19][CH:20]=[C:15]3[CH:14]=[C:13]2[C:6]2[C:5]3[C:9](=[CH:10][CH:11]=[C:3]([OH:2])[CH:4]=3)[N:8]([CH3:12])[CH:7]=2)(=[O:24])=[O:23])=[CH:30][CH:29]=1. The catalyst class is: 4. (2) Reactant: [Li][CH2:2][CH2:3][CH2:4][CH3:5].[Br-].C(P(C1C=CC=CC=1)(C1C=CC=CC=1)C1C=CC=CC=1)CC.[CH3:29][O:30][C:31]1[CH:32]=[C:33]([CH:36]=[C:37]([N+:39]([O-:41])=[O:40])[CH:38]=1)C=O. Product: [CH:2](/[C:33]1[CH:36]=[C:37]([N+:39]([O-:41])=[O:40])[CH:38]=[C:31]([O:30][CH3:29])[CH:32]=1)=[CH:3]\[CH2:4][CH3:5]. The catalyst class is: 1. (3) Reactant: [C:1]([O:5][C:6](=[O:18])[CH2:7][C@H:8]1[CH2:13][C@@H:12]([CH2:14][OH:15])[O:11][C:10]([CH3:17])([CH3:16])[O:9]1)([CH3:4])([CH3:3])[CH3:2].C(N(CC)C(C)C)(C)C.[C:28]1([CH3:38])[CH:33]=[CH:32][C:31]([S:34](Cl)(=[O:36])=[O:35])=[CH:30][CH:29]=1. Product: [C:1]([O:5][C:6](=[O:18])[CH2:7][C@H:8]1[CH2:13][C@@H:12]([CH2:14][O:15][S:34]([C:31]2[CH:32]=[CH:33][C:28]([CH3:38])=[CH:29][CH:30]=2)(=[O:36])=[O:35])[O:11][C:10]([CH3:17])([CH3:16])[O:9]1)([CH3:3])([CH3:2])[CH3:4]. The catalyst class is: 119. (4) Reactant: [CH2:1]1[CH:5]2[CH:6]3[CH:10]=CC([CH:4]2[CH:3]=[CH:2]1)C3.[CH2:11]=[O:12].[NH2:13]C1C=CC=CC=1. Product: [O:12]1[C:11]2[CH:1]=[CH:2][CH:3]=[CH:4][C:5]=2[CH2:6][CH2:10][NH:13]1. The catalyst class is: 472. (5) Reactant: C(N1C=CN=C1)(N1C=CN=C1)=O.[CH3:13][C@@:14]12[C@@H:21]([C:22](O)=[O:23])[CH:20]1[CH2:19][C@@H:18]1[C@@H:16]([C:17]1([CH3:26])[CH3:25])[CH2:15]2.Cl.[NH2:28][CH2:29][C:30]([NH2:32])=[O:31]. Product: [NH2:32][C:30](=[O:31])[CH2:29][NH:28][C:22]([C@H:21]1[CH:20]2[C@:14]1([CH3:13])[CH2:15][C@H:16]1[C@@H:18]([CH2:19]2)[C:17]1([CH3:26])[CH3:25])=[O:23]. The catalyst class is: 25. (6) The catalyst class is: 6. Product: [F:31][C:29]1[CH:28]=[CH:27][C:26]([CH3:32])=[C:25]([CH:30]=1)[CH2:24][O:23][C:20]1[CH:19]=[CH:18][C:17]([S:14]([N:11]2[CH2:12][CH2:13][N:8]([C:6](=[O:7])[NH:5][CH3:4])[CH:9]([CH3:42])[CH:10]2[C:33]([OH:38])=[O:34])(=[O:16])=[O:15])=[CH:22][CH:21]=1. Reactant: ClCCl.[CH3:4][NH:5][C:6]([N:8]1[CH2:13][CH2:12][N:11]([S:14]([C:17]2[CH:22]=[CH:21][C:20]([O:23][CH2:24][C:25]3[CH:30]=[C:29]([F:31])[CH:28]=[CH:27][C:26]=3[CH3:32])=[CH:19][CH:18]=2)(=[O:16])=[O:15])[CH:10]([C:33]23OCC(C)(C[O:38]2)C[O:34]3)[CH:9]1[CH3:42])=[O:7].FC(F)(F)C(O)=O. (7) Reactant: [NH:1]1[C:5]2[CH:6]=[CH:7][CH:8]=[CH:9][C:4]=2[N:3]=[C:2]1[C:10]1[C:18]2[C:13](=[CH:14][CH:15]=[C:16]([N+:19]([O-])=O)[CH:17]=2)[N:12]([CH:22]2[CH2:27][CH2:26][CH2:25][CH2:24][O:23]2)[N:11]=1.[H][H]. Product: [NH:3]1[C:4]2[CH:9]=[CH:8][CH:7]=[CH:6][C:5]=2[N:1]=[C:2]1[C:10]1[C:18]2[C:13](=[CH:14][CH:15]=[C:16]([NH2:19])[CH:17]=2)[N:12]([CH:22]2[CH2:27][CH2:26][CH2:25][CH2:24][O:23]2)[N:11]=1. The catalyst class is: 29. (8) Reactant: [CH:1]1([O:4][C:5]2[CH:10]=[CH:9][CH:8]=[C:7](Br)[CH:6]=2)[CH2:3][CH2:2]1.[B:12]1([B:12]2[O:16][C:15]([CH3:18])([CH3:17])[C:14]([CH3:20])([CH3:19])[O:13]2)[O:16][C:15]([CH3:18])([CH3:17])[C:14]([CH3:20])([CH3:19])[O:13]1.C([O-])(=O)C.[K+]. Product: [CH:1]1([O:4][C:5]2[CH:6]=[C:7]([B:12]3[O:16][C:15]([CH3:18])([CH3:17])[C:14]([CH3:20])([CH3:19])[O:13]3)[CH:8]=[CH:9][CH:10]=2)[CH2:3][CH2:2]1. The catalyst class is: 75. (9) Reactant: [CH:1]1N=CN(C(N2C=NC=C2)=O)C=1.O.Cl.[Cl:15][C:16]1[CH:17]=[C:18]([C:22]2[C:31]3[C:26](=[CH:27][CH:28]=[C:29]([C:32]([OH:48])([C:42]4[N:46]([CH3:47])[CH:45]=[N:44][CH:43]=4)[C:33]4[CH:41]=[CH:40][C:36]([C:37]([OH:39])=[O:38])=[CH:35][CH:34]=4)[CH:30]=3)[NH:25][C:24](=[O:49])[CH:23]=2)[CH:19]=[CH:20][CH:21]=1.N12CCN(CC1)CC2.CO. Product: [Cl:15][C:16]1[CH:17]=[C:18]([C:22]2[C:31]3[C:26](=[CH:27][CH:28]=[C:29]([C:32]([OH:48])([C:42]4[N:46]([CH3:47])[CH:45]=[N:44][CH:43]=4)[C:33]4[CH:34]=[CH:35][C:36]([C:37]([O:39][CH3:1])=[O:38])=[CH:40][CH:41]=4)[CH:30]=3)[NH:25][C:24](=[O:49])[CH:23]=2)[CH:19]=[CH:20][CH:21]=1. The catalyst class is: 20.